From a dataset of Full USPTO retrosynthesis dataset with 1.9M reactions from patents (1976-2016). Predict the reactants needed to synthesize the given product. Given the product [Br:31][C:32]1[N:37]=[C:36]2[C:38]([C:2]3[S:3][CH:4]=[C:5]([CH3:7])[N:6]=3)=[C:39]([C:49]3[CH:54]=[CH:53][N:52]=[C:51]([NH:55][C:56](=[O:58])[CH3:57])[CH:50]=3)[N:40]([CH2:41][O:42][CH2:43][CH2:44][Si:45]([CH3:46])([CH3:48])[CH3:47])[C:35]2=[C:34]([C:60]#[N:61])[CH:33]=1, predict the reactants needed to synthesize it. The reactants are: Br[C:2]1[S:3][CH:4]=[C:5]([CH3:7])[N:6]=1.CC1(C)C(C)(C)OB(B2OC(C)(C)C(C)(C)O2)O1.C([O-])(=O)C.[K+].[Br:31][C:32]1[N:37]=[C:36]2[C:38](I)=[C:39]([C:49]3[CH:54]=[CH:53][N:52]=[C:51]([NH:55][C:56](=[O:58])[CH3:57])[CH:50]=3)[N:40]([CH2:41][O:42][CH2:43][CH2:44][Si:45]([CH3:48])([CH3:47])[CH3:46])[C:35]2=[C:34]([C:60]#[N:61])[CH:33]=1.P([O-])([O-])([O-])=O.[K+].[K+].[K+].